This data is from NCI-60 drug combinations with 297,098 pairs across 59 cell lines. The task is: Regression. Given two drug SMILES strings and cell line genomic features, predict the synergy score measuring deviation from expected non-interaction effect. (1) Cell line: NCI-H460. Drug 2: C1=NC(=NC(=O)N1C2C(C(C(O2)CO)O)O)N. Drug 1: C1C(C(OC1N2C=C(C(=O)NC2=O)F)CO)O. Synergy scores: CSS=79.2, Synergy_ZIP=2.99, Synergy_Bliss=3.03, Synergy_Loewe=0.647, Synergy_HSA=5.26. (2) Drug 1: C1=CC(=CC=C1CCCC(=O)O)N(CCCl)CCCl. Drug 2: C1=NC2=C(N1)C(=S)N=CN2. Cell line: SR. Synergy scores: CSS=39.7, Synergy_ZIP=-10.1, Synergy_Bliss=-21.4, Synergy_Loewe=-21.5, Synergy_HSA=-18.6. (3) Drug 1: CC(CN1CC(=O)NC(=O)C1)N2CC(=O)NC(=O)C2. Drug 2: CN(C)N=NC1=C(NC=N1)C(=O)N. Cell line: HCT-15. Synergy scores: CSS=43.1, Synergy_ZIP=-6.14, Synergy_Bliss=0.840, Synergy_Loewe=-4.14, Synergy_HSA=0.613. (4) Cell line: HCT-15. Drug 1: CC1C(C(=O)NC(C(=O)N2CCCC2C(=O)N(CC(=O)N(C(C(=O)O1)C(C)C)C)C)C(C)C)NC(=O)C3=C4C(=C(C=C3)C)OC5=C(C(=O)C(=C(C5=N4)C(=O)NC6C(OC(=O)C(N(C(=O)CN(C(=O)C7CCCN7C(=O)C(NC6=O)C(C)C)C)C)C(C)C)C)N)C. Drug 2: C1=NC2=C(N=C(N=C2N1C3C(C(C(O3)CO)O)O)F)N. Synergy scores: CSS=18.3, Synergy_ZIP=8.51, Synergy_Bliss=7.10, Synergy_Loewe=3.32, Synergy_HSA=3.56. (5) Drug 1: CCC1=CC2CC(C3=C(CN(C2)C1)C4=CC=CC=C4N3)(C5=C(C=C6C(=C5)C78CCN9C7C(C=CC9)(C(C(C8N6C)(C(=O)OC)O)OC(=O)C)CC)OC)C(=O)OC.C(C(C(=O)O)O)(C(=O)O)O. Drug 2: C1CN(CCN1C(=O)CCBr)C(=O)CCBr. Cell line: ACHN. Synergy scores: CSS=18.6, Synergy_ZIP=-5.43, Synergy_Bliss=1.69, Synergy_Loewe=0.670, Synergy_HSA=1.74. (6) Drug 1: C1CCC(C1)C(CC#N)N2C=C(C=N2)C3=C4C=CNC4=NC=N3. Drug 2: CC1=C(C=C(C=C1)NC(=O)C2=CC=C(C=C2)CN3CCN(CC3)C)NC4=NC=CC(=N4)C5=CN=CC=C5. Cell line: UO-31. Synergy scores: CSS=12.5, Synergy_ZIP=-3.72, Synergy_Bliss=-0.671, Synergy_Loewe=-6.12, Synergy_HSA=-2.82.